From a dataset of Reaction yield outcomes from USPTO patents with 853,638 reactions. Predict the reaction yield, written as a fraction of the theoretical maximum amount of product (1.0 means a 100% yield; for example, 0.34 means a 34% yield). The reactants are Cl[C:2]1[CH:7]=[C:6]2[CH2:8][O:9][C:10]3[CH:37]=[C:36]4[C:13]([CH2:14][CH2:15][C:16]5[N:20]=[C:19]([C@@H:21]6[CH2:25][C@H:24]([CH2:26][O:27][CH3:28])[CH2:23][N:22]6[C:29]([O:31][C:32]([CH3:35])([CH3:34])[CH3:33])=[O:30])[NH:18][C:17]=54)=[CH:12][C:11]=3[C:5]2=[CH:4][CH:3]=1.[B:38]1([B:38]2[O:42][C:41]([CH3:44])([CH3:43])[C:40]([CH3:46])([CH3:45])[O:39]2)[O:42][C:41]([CH3:44])([CH3:43])[C:40]([CH3:46])([CH3:45])[O:39]1.C([O-])(=O)C.[K+].C1(P(C2CCCCC2)C2C=CC=CC=2C2C(C(C)C)=CC(C(C)C)=CC=2C(C)C)CCCCC1. The catalyst is O1CCOCC1.C(OCC)(=O)C. The product is [CH3:28][O:27][CH2:26][C@@H:24]1[CH2:23][N:22]([C:29]([O:31][C:32]([CH3:33])([CH3:35])[CH3:34])=[O:30])[C@H:21]([C:19]2[NH:18][C:17]3[C:36]4[C:13]([CH2:14][CH2:15][C:16]=3[N:20]=2)=[CH:12][C:11]2[C:5]3[C:6]([CH2:8][O:9][C:10]=2[CH:37]=4)=[CH:7][C:2]([B:38]2[O:42][C:41]([CH3:44])([CH3:43])[C:40]([CH3:46])([CH3:45])[O:39]2)=[CH:3][CH:4]=3)[CH2:25]1. The yield is 0.700.